The task is: Regression. Given a peptide amino acid sequence and an MHC pseudo amino acid sequence, predict their binding affinity value. This is MHC class II binding data.. This data is from Peptide-MHC class II binding affinity with 134,281 pairs from IEDB. (1) The peptide sequence is RERLVLTLGAAMVEI. The MHC is HLA-DQA10201-DQB10303 with pseudo-sequence HLA-DQA10201-DQB10303. The binding affinity (normalized) is 0.613. (2) The peptide sequence is EKKYGAATQFEPLAA. The MHC is DRB1_1001 with pseudo-sequence DRB1_1001. The binding affinity (normalized) is 0.558. (3) The binding affinity (normalized) is 0.509. The peptide sequence is GELEFEEFVSLASRF. The MHC is DRB1_0802 with pseudo-sequence DRB1_0802.